This data is from Reaction yield outcomes from USPTO patents with 853,638 reactions. The task is: Predict the reaction yield, written as a fraction of the theoretical maximum amount of product (1.0 means a 100% yield; for example, 0.34 means a 34% yield). (1) The reactants are [C:1]([C:4]1[CH:9]=[CH:8][C:7]([S:10]([NH:13][O:14][CH3:15])(=[O:12])=[O:11])=[CH:6][CH:5]=1)(=[O:3])[CH3:2].[CH3:16][O:17][C:18]1[CH:25]=[C:24]([O:26][CH3:27])[C:23]([C:28]2[N:29]([CH3:37])[C:30]3[C:35]([CH:36]=2)=[CH:34][CH:33]=[CH:32][CH:31]=3)=[CH:22][C:19]=1[CH:20]=O. No catalyst specified. The product is [CH3:16][O:17][C:18]1[CH:25]=[C:24]([O:26][CH3:27])[C:23]([C:28]2[N:29]([CH3:37])[C:30]3[C:35]([CH:36]=2)=[CH:34][CH:33]=[CH:32][CH:31]=3)=[CH:22][C:19]=1/[CH:20]=[CH:2]/[C:1]([C:4]1[CH:5]=[CH:6][C:7]([S:10]([NH:13][O:14][CH3:15])(=[O:12])=[O:11])=[CH:8][CH:9]=1)=[O:3]. The yield is 0.940. (2) The reactants are [Br:1][C:2]1[CH:8]=[CH:7][CH:6]=[CH:5][C:3]=1[NH2:4].[N+:9]([O-:12])(O)=[O:10].[C:13](OC(=O)C)(=[O:15])[CH3:14]. No catalyst specified. The product is [Br:1][C:2]1[CH:8]=[CH:7][CH:6]=[C:5]([N+:9]([O-:12])=[O:10])[C:3]=1[NH:4][C:13](=[O:15])[CH3:14]. The yield is 0.167. (3) The reactants are [CH3:1][O:2][C:3]([C:5]1[C:13]([NH:14][C:15]2[CH:20]=[CH:19][CH:18]=[CH:17][CH:16]=2)=[C:12]([Cl:21])[C:8]2[N:9]=[CH:10][NH:11][C:7]=2[CH:6]=1)=[O:4].C1C(=O)N([Br:29])C(=O)C1. The catalyst is CN(C=O)C. The product is [CH3:1][O:2][C:3]([C:5]1[C:13]([NH:14][C:15]2[CH:16]=[CH:17][C:18]([Br:29])=[CH:19][CH:20]=2)=[C:12]([Cl:21])[C:8]2[N:9]=[CH:10][NH:11][C:7]=2[CH:6]=1)=[O:4]. The yield is 0.540. (4) The reactants are C([O:3][C:4]([C:6]1[CH:7]=[C:8]([CH:19]=[CH:20][CH:21]=1)[O:9][C:10]1[CH:15]=[CH:14][C:13]([N+:16]([O-:18])=[O:17])=[CH:12][CH:11]=1)=[O:5])C.C1COCC1.O.O[Li].O. The catalyst is O. The product is [C:4]([C:6]1[CH:7]=[C:8]([CH:19]=[CH:20][CH:21]=1)[O:9][C:10]1[CH:11]=[CH:12][C:13]([N+:16]([O-:18])=[O:17])=[CH:14][CH:15]=1)([OH:5])=[O:3]. The yield is 0.950. (5) The reactants are [F:1][C:2]1[CH:8]=[CH:7][C:5]([NH2:6])=[CH:4][C:3]=1[N+:9]([O-:11])=[O:10].[F:12][C:13]([F:24])([F:23])[C:14]1[CH:15]=[C:16]([CH:20]=[CH:21][CH:22]=1)[C:17](Cl)=[O:18].CCN(C(C)C)C(C)C.O. The catalyst is O1CCCC1. The product is [F:1][C:2]1[CH:8]=[CH:7][C:5]([NH:6][C:17](=[O:18])[C:16]2[CH:20]=[CH:21][CH:22]=[C:14]([C:13]([F:12])([F:23])[F:24])[CH:15]=2)=[CH:4][C:3]=1[N+:9]([O-:11])=[O:10]. The yield is 0.970. (6) The yield is 0.220. The product is [Cl:9][C:10]1[CH:11]=[C:12]([CH:25]=[CH:26][C:27]=1[O:28][CH2:29][C:30]1[CH:35]=[CH:34][CH:33]=[C:32]([F:36])[CH:31]=1)[NH:13][C:14]1[C:23]2[C:18](=[CH:19][CH:20]=[CH:21][C:22]=2[O:8][CH2:7][CH2:6][N:1]2[CH2:5][CH2:4][CH2:3][CH2:2]2)[N:17]=[CH:16][N:15]=1. The reactants are [N:1]1([CH2:6][CH2:7][OH:8])[CH2:5][CH2:4][CH2:3][CH2:2]1.[Cl:9][C:10]1[CH:11]=[C:12]([CH:25]=[CH:26][C:27]=1[O:28][CH2:29][C:30]1[CH:35]=[CH:34][CH:33]=[C:32]([F:36])[CH:31]=1)[NH:13][C:14]1[C:23]2[C:18](=[CH:19][CH:20]=[CH:21][C:22]=2F)[N:17]=[CH:16][N:15]=1. No catalyst specified. (7) The reactants are C1(P(N=[N+]=[N-])(C2C=CC=CC=2)=[O:8])C=CC=CC=1.[Cl:18][C:19]1[CH:20]=[C:21]2[C:26](=[CH:27][CH:28]=1)[CH:25]=[C:24]([S:29]([CH2:32][CH2:33][CH2:34]C(O)=O)(=[O:31])=[O:30])[CH:23]=[CH:22]2.C([N:40]([CH2:43]C)CC)C.[CH3:45][NH:46][CH:47]1[CH2:52][CH2:51][N:50]([C:53]2[CH:58]=[CH:57][N:56]=[CH:55][CH:54]=2)[CH2:49][CH2:48]1. The catalyst is C1(C)C=CC=CC=1.C(Cl)Cl. The product is [Cl:18][C:19]1[CH:20]=[C:21]2[C:26](=[CH:27][CH:28]=1)[CH:25]=[C:24]([S:29]([CH2:32][CH2:33][CH2:34][N:40]([CH3:43])[C:45]([NH:46][CH:47]1[CH2:48][CH2:49][N:50]([C:53]3[CH:54]=[CH:55][N:56]=[CH:57][CH:58]=3)[CH2:51][CH2:52]1)=[O:8])(=[O:30])=[O:31])[CH:23]=[CH:22]2. The yield is 0.530.